Dataset: CYP3A4 inhibition data for predicting drug metabolism from PubChem BioAssay. Task: Regression/Classification. Given a drug SMILES string, predict its absorption, distribution, metabolism, or excretion properties. Task type varies by dataset: regression for continuous measurements (e.g., permeability, clearance, half-life) or binary classification for categorical outcomes (e.g., BBB penetration, CYP inhibition). Dataset: cyp3a4_veith. (1) The compound is O=C1OCc2cccc3cccc1c23. The result is 0 (non-inhibitor). (2) The drug is Cc1nc2ccccc2n1CC(=O)N/N=C\C=C\c1ccccc1. The result is 0 (non-inhibitor). (3) The drug is CN(C/C=C\c1ccccc1)Cc1cccc2ccccc12. The result is 0 (non-inhibitor). (4) The compound is COC(=O)CSc1cc(C(F)(F)F)nc(-c2ccccn2)n1. The result is 0 (non-inhibitor). (5) The drug is Cc1ccc(NC(=O)NNC(=O)C2CC(c3cccnc3)=NO2)cc1. The result is 0 (non-inhibitor).